From a dataset of Full USPTO retrosynthesis dataset with 1.9M reactions from patents (1976-2016). Predict the reactants needed to synthesize the given product. (1) Given the product [NH2:1][C:2]1[O:3][C:4]2[C:9]([CH:10]([C:14]3[CH:19]=[C:18]([O:20][CH3:21])[C:17]([O:22][CH3:23])=[C:16]([Br:24])[CH:15]=3)[C:11]=1[C:12]#[N:13])=[CH:8][CH:7]=[C:6]1[C:25]([NH:29][C:30](=[O:32])[CH3:31])=[CH:26][CH:27]=[CH:28][C:5]=21, predict the reactants needed to synthesize it. The reactants are: [NH2:1][C:2]1[O:3][C:4]2[C:9]([CH:10]([C:14]3[CH:19]=[C:18]([O:20][CH3:21])[C:17]([O:22][CH3:23])=[C:16]([Br:24])[CH:15]=3)[C:11]=1[C:12]#[N:13])=[CH:8][CH:7]=[C:6]1[C:25]([NH2:29])=[CH:26][CH:27]=[CH:28][C:5]=21.[C:30](OC(=O)C)(=[O:32])[CH3:31]. (2) Given the product [Cl:13][C:12]1[CH:11]=[C:10]2[C:6](=[CH:5][C:4]=1[Cl:3])[CH:7]([CH2:22][C:21]([O:23][CH2:24][CH3:25])=[O:20])[N:8]([CH2:15][CH:16]([CH3:18])[CH3:17])[C:9]2=[O:14], predict the reactants needed to synthesize it. The reactants are: [H-].[Na+].[Cl:3][C:4]1[CH:5]=[C:6]2[C:10](=[CH:11][C:12]=1[Cl:13])[C:9](=[O:14])[N:8]([CH2:15][CH:16]([CH3:18])[CH3:17])[CH:7]2O.[OH2:20].[CH2:21]([O:23][CH2:24][CH3:25])[CH3:22]. (3) Given the product [NH2:1][C:2]1[CH:7]=[C:6]([C:8](=[O:10])[NH2:25])[N:5]=[C:4]([C:12]2[CH2:13][CH2:14][N:15]([C:18]([O:20][C:21]([CH3:22])([CH3:23])[CH3:24])=[O:19])[CH2:16][CH:17]=2)[CH:3]=1, predict the reactants needed to synthesize it. The reactants are: [NH2:1][C:2]1[CH:7]=[C:6]([C:8]([O:10]C)=O)[N:5]=[C:4]([C:12]2[CH2:13][CH2:14][N:15]([C:18]([O:20][C:21]([CH3:24])([CH3:23])[CH3:22])=[O:19])[CH2:16][CH:17]=2)[CH:3]=1.[NH3:25].CO.